Dataset: Reaction yield outcomes from USPTO patents with 853,638 reactions. Task: Predict the reaction yield, written as a fraction of the theoretical maximum amount of product (1.0 means a 100% yield; for example, 0.34 means a 34% yield). (1) The reactants are [C:1]([Si:5]([O:8][C:9]1[CH:14]=[C:13]([F:15])[CH:12]=[C:11]([F:16])[CH:10]=1)([CH3:7])[CH3:6])([CH3:4])([CH3:3])[CH3:2].C([Li])CCC.C(O[B:26]1[O:30][C:29]([CH3:32])([CH3:31])[C:28]([CH3:34])([CH3:33])[O:27]1)(C)C. The catalyst is C1COCC1. The product is [C:1]([Si:5]([O:8][C:9]1[CH:10]=[C:11]([F:16])[C:12]([B:26]2[O:30][C:29]([CH3:32])([CH3:31])[C:28]([CH3:34])([CH3:33])[O:27]2)=[C:13]([F:15])[CH:14]=1)([CH3:7])[CH3:6])([CH3:4])([CH3:2])[CH3:3]. The yield is 0.910. (2) The reactants are [CH3:1][C:2]([O:5][C:6]([NH:8][C@H:9]([C:18]([OH:20])=O)[CH2:10][CH2:11][C:12]1[CH:17]=[CH:16][CH:15]=[CH:14][CH:13]=1)=[O:7])([CH3:4])[CH3:3].C[Si](C=[N+]=[N-])(C)C.[NH2:28][OH:29].Cl.[OH-].[K+].Cl. The catalyst is CCOCC.CO.C(Cl)Cl.CO. The product is [OH:29][NH:28][C:18]([C@@H:9]([NH:8][C:6]([O:5][C:2]([CH3:4])([CH3:3])[CH3:1])=[O:7])[CH2:10][CH2:11][C:12]1[CH:17]=[CH:16][CH:15]=[CH:14][CH:13]=1)=[O:20]. The yield is 0.499. (3) The reactants are [N:1]#[C:2]Br.[CH3:4][O:5][C:6]([C:8]1[CH:9]=[C:10]([C:16]2[CH:21]=[CH:20][CH:19]=[C:18]([Cl:22])[CH:17]=2)[C:11]([NH2:15])=[C:12]([OH:14])[CH:13]=1)=[O:7]. The catalyst is CO.O.CO. The product is [CH3:4][O:5][C:6]([C:8]1[CH:9]=[C:10]([C:16]2[CH:21]=[CH:20][CH:19]=[C:18]([Cl:22])[CH:17]=2)[C:11]2[N:15]=[C:2]([NH2:1])[O:14][C:12]=2[CH:13]=1)=[O:7]. The yield is 0.570.